This data is from Catalyst prediction with 721,799 reactions and 888 catalyst types from USPTO. The task is: Predict which catalyst facilitates the given reaction. (1) Reactant: [Cl:1][C:2]1[N:3]=[C:4](Cl)[C:5]2[S:10][CH:9]=[CH:8][C:6]=2[N:7]=1.[CH2:12]([NH2:15])[CH2:13][CH3:14].C(N(C(C)C)CC)(C)C. Product: [Cl:1][C:2]1[N:3]=[C:4]([CH2:14][CH2:13][CH2:12][NH2:15])[C:5]2[S:10][CH:9]=[CH:8][C:6]=2[N:7]=1. The catalyst class is: 7. (2) Reactant: [Br:1][C:2]1[CH:7]=[CH:6][N:5]=[C:4]2[N:8](S(C3C=CC=CC=3)(=O)=O)[C:9]([C:11]3[CH2:16][CH2:15][N:14]([C:17]([O:19][C:20]([CH3:23])([CH3:22])[CH3:21])=[O:18])[CH2:13][CH:12]=3)=[CH:10][C:3]=12.[OH-].[Na+].O. Product: [Br:1][C:2]1[CH:7]=[CH:6][N:5]=[C:4]2[NH:8][C:9]([C:11]3[CH2:16][CH2:15][N:14]([C:17]([O:19][C:20]([CH3:23])([CH3:22])[CH3:21])=[O:18])[CH2:13][CH:12]=3)=[CH:10][C:3]=12. The catalyst class is: 12. (3) Reactant: [CH2:1]([O:3][C:4](=[O:20])[CH2:5][C:6]1([NH:12]CC2C=CC=CC=2)[CH2:9][S:8](=[O:11])(=[O:10])[CH2:7]1)[CH3:2].[H][H]. Product: [CH2:1]([O:3][C:4](=[O:20])[CH2:5][C:6]1([NH2:12])[CH2:9][S:8](=[O:11])(=[O:10])[CH2:7]1)[CH3:2]. The catalyst class is: 43. (4) Reactant: Br[C:2]1[CH:3]=[C:4]2[C:9](=[N:10][C:11]=1[CH:12]([O:15][CH3:16])[O:13][CH3:14])[N:8]([C:17]([NH:19][C:20]1[CH:25]=[CH:24][C:23]([C:26]#[N:27])=[CH:22][N:21]=1)=[O:18])[CH2:7][CH2:6][CH2:5]2.[Li]C.[Li]CCCC.CN([CH:38]=[O:39])C.[NH4+].[Cl-]. Product: [C:26]([C:23]1[CH:24]=[CH:25][C:20]([NH:19][C:17]([N:8]2[C:9]3[C:4](=[CH:3][C:2]([CH:38]=[O:39])=[C:11]([CH:12]([O:15][CH3:16])[O:13][CH3:14])[N:10]=3)[CH2:5][CH2:6][CH2:7]2)=[O:18])=[N:21][CH:22]=1)#[N:27]. The catalyst class is: 134. (5) Reactant: C1C=C(Cl)C=C(C(OO)=[O:9])C=1.[Si:12]([O:19][C:20](=[C:25]([C:38]([O:40][CH3:41])=[O:39])[CH2:26][CH2:27][CH2:28][CH2:29][CH2:30][CH2:31][CH2:32][CH2:33][CH2:34][CH2:35][CH2:36][CH3:37])[C:21]([O:23][CH3:24])=[O:22])([C:15]([CH3:18])([CH3:17])[CH3:16])([CH3:14])[CH3:13]. Product: [Si:12]([O:19][C:20]1([O:9][C:25]1([C:38]([O:40][CH3:41])=[O:39])[CH2:26][CH2:27][CH2:28][CH2:29][CH2:30][CH2:31][CH2:32][CH2:33][CH2:34][CH2:35][CH2:36][CH3:37])[C:21]([O:23][CH3:24])=[O:22])([C:15]([CH3:17])([CH3:16])[CH3:18])([CH3:13])[CH3:14]. The catalyst class is: 2. (6) Reactant: [C:1]([C:4]1[CH:5]=[CH:6][C:7]([C:28]2[CH:33]=[CH:32][CH:31]=[CH:30][C:29]=2[F:34])=[C:8]2[C:16]=1[NH:15][C:14]1[CH:13]=[C:12]([NH:17]C(=O)OCC3C=CC=CC=3)[CH:11]=[CH:10][C:9]2=1)(=[O:3])[NH2:2].C([O-])=O.[NH4+]. Product: [NH2:17][C:12]1[CH:13]=[C:14]2[C:9]([C:8]3[C:7]([C:28]4[CH:33]=[CH:32][CH:31]=[CH:30][C:29]=4[F:34])=[CH:6][CH:5]=[C:4]([C:1]([NH2:2])=[O:3])[C:16]=3[NH:15]2)=[CH:10][CH:11]=1. The catalyst class is: 43. (7) Reactant: [Br:1][C:2]1[CH:3]=[CH:4][C:5]([I:12])=[C:6]([CH:11]=1)[CH2:7][NH:8][CH2:9][CH3:10].C(N(CC)C(C)C)(C)C.[CH:22]1([C:25](Cl)=[O:26])[CH2:24][CH2:23]1.O. Product: [Br:1][C:2]1[CH:3]=[CH:4][C:5]([I:12])=[C:6]([CH:11]=1)[CH2:7][N:8]([CH2:9][CH3:10])[C:25]([CH:22]1[CH2:24][CH2:23]1)=[O:26]. The catalyst class is: 4.